Dataset: Forward reaction prediction with 1.9M reactions from USPTO patents (1976-2016). Task: Predict the product of the given reaction. (1) Given the reactants [C:1]1([CH2:7][CH2:8][OH:9])[CH:6]=[CH:5][CH:4]=[CH:3][CH:2]=1.CCN(CC)CC.[CH3:17][S:18](Cl)(=[O:20])=[O:19], predict the reaction product. The product is: [CH2:8]([O:9][S:18]([CH3:17])(=[O:20])=[O:19])[CH2:7][C:1]1[CH:6]=[CH:5][CH:4]=[CH:3][CH:2]=1. (2) Given the reactants [Cl:1][C:2]1[C:11]2[C:6](=[CH:7][CH:8]=[C:9]([OH:12])[CH:10]=2)[N:5]=[CH:4][N:3]=1.O[CH2:14][C@@H:15]1[CH2:19][CH2:18][CH2:17][N:16]1[C:20]([O:22][C:23]([CH3:26])([CH3:25])[CH3:24])=[O:21], predict the reaction product. The product is: [Cl:1][C:2]1[C:11]2[C:6](=[CH:7][CH:8]=[C:9]([O:12][CH2:14][C@@H:15]3[CH2:19][CH2:18][CH2:17][N:16]3[C:20]([O:22][C:23]([CH3:24])([CH3:26])[CH3:25])=[O:21])[CH:10]=2)[N:5]=[CH:4][N:3]=1.